Dataset: Forward reaction prediction with 1.9M reactions from USPTO patents (1976-2016). Task: Predict the product of the given reaction. (1) Given the reactants [CH3:1][C:2]1[CH:7]=[CH:6][C:5]([N+:8]([O-:10])=[O:9])=[CH:4][C:3]=1[OH:11].Cl[CH2:13][CH2:14][N:15]1[CH2:20][CH2:19][O:18][CH2:17][CH2:16]1.C(=O)([O-])[O-].[K+].[K+].C(OC(=O)C)C, predict the reaction product. The product is: [CH3:1][C:2]1[CH:7]=[CH:6][C:5]([N+:8]([O-:10])=[O:9])=[CH:4][C:3]=1[O:11][CH2:13][CH2:14][N:15]1[CH2:20][CH2:19][O:18][CH2:17][CH2:16]1. (2) Given the reactants [NH2:1][C:2]1[CH2:8][C:7]([C:9]([O:11][CH2:12][CH3:13])=[O:10])=[CH:6][C:5]2[CH:14]=[C:15](Br)[CH:16]=[CH:17][C:4]=2[N:3]=1.[CH2:19]([O:21][C:22]([C:24]1[CH:29]=[CH:28][C:27](B(O)O)=[CH:26][CH:25]=1)=[O:23])[CH3:20].C(=O)([O-])[O-].[Cs+].[Cs+].C1(C)C=CC=CC=1, predict the reaction product. The product is: [NH2:1][C:2]1[CH2:8][C:7]([C:9]([O:11][CH2:12][CH3:13])=[O:10])=[CH:6][C:5]2[CH:14]=[C:15]([C:27]3[CH:28]=[CH:29][C:24]([C:22]([O:21][CH2:19][CH3:20])=[O:23])=[CH:25][CH:26]=3)[CH:16]=[CH:17][C:4]=2[N:3]=1. (3) Given the reactants C([O:5][C:6](=[O:39])[C@H:7]([CH2:27][CH2:28][CH2:29][CH2:30][NH:31]C(OC(C)(C)C)=O)[NH:8][S:9]([C:12]1[CH:21]=[C:20]2[C:15]([C:16]([Cl:26])=[CH:17][N:18]=[C:19]2[NH:22][C:23]([NH2:25])=[NH:24])=[CH:14][CH:13]=1)(=[O:11])=[O:10])(C)(C)C, predict the reaction product. The product is: [Cl:26][C:16]1[C:15]2[C:20](=[CH:21][C:12]([S:9]([NH:8][C@H:7]([C:6]([OH:39])=[O:5])[CH2:27][CH2:28][CH2:29][CH2:30][NH2:31])(=[O:10])=[O:11])=[CH:13][CH:14]=2)[C:19]([NH:22][C:23]([NH2:25])=[NH:24])=[N:18][CH:17]=1.